This data is from Reaction yield outcomes from USPTO patents with 853,638 reactions. The task is: Predict the reaction yield, written as a fraction of the theoretical maximum amount of product (1.0 means a 100% yield; for example, 0.34 means a 34% yield). (1) The reactants are [Cl:1][C:2]1[CH:3]=[C:4]([C:14]#[N:15])[C:5]([NH:8]C(=O)OCC)=[N:6][CH:7]=1.[CH:16]([NH:18][NH2:19])=[O:17].[C:20]1(OC2C=CC=CC=2)C=CC=CC=1. No catalyst specified. The product is [Cl:1][C:2]1[CH:7]=[N:6][C:5]2[NH:8][C:16](=[O:17])[N:18]3[N:19]=[CH:20][N:15]=[C:14]3[C:4]=2[CH:3]=1. The yield is 0.0900. (2) The reactants are [C:1]([C:5]1[C:6]([N+:19]([O-])=O)=[CH:7][C:8]([N+]([O-])=O)=[C:9](/[CH:11]=[CH:12]/[N:13](C)C)[CH:10]=1)([CH3:4])([CH3:3])[CH3:2].O.O.[Sn](Cl)Cl. The catalyst is C(O)C. The product is [C:1]([C:5]1[CH:10]=[C:9]2[C:8](=[CH:7][C:6]=1[NH2:19])[NH:13][CH:12]=[CH:11]2)([CH3:2])([CH3:3])[CH3:4]. The yield is 0.120.